Dataset: CYP3A4 inhibition data for predicting drug metabolism from PubChem BioAssay. Task: Regression/Classification. Given a drug SMILES string, predict its absorption, distribution, metabolism, or excretion properties. Task type varies by dataset: regression for continuous measurements (e.g., permeability, clearance, half-life) or binary classification for categorical outcomes (e.g., BBB penetration, CYP inhibition). Dataset: cyp3a4_veith. (1) The molecule is Cc1nc2cnc(N(C)C)nc2n(Cc2ccc(F)cc2)c1=O. The result is 1 (inhibitor). (2) The compound is COC(=O)[C@@]1(Cc2ccccc2)[C@H]2c3cc(C(=O)N4CCCC4)n(Cc4ccsc4Br)c3C[C@H]2CN1C(=O)c1ccccc1. The result is 1 (inhibitor). (3) The molecule is Clc1ccc(-n2nnnc2CN2CCOCC2)cc1. The result is 0 (non-inhibitor). (4) The molecule is O=C(Nc1cccc(F)c1)N1CCCC2(CCN(C(=O)c3ccncc3)CC2)C1. The result is 1 (inhibitor). (5) The drug is COCCCNC(=O)Cn1nc(-c2ccccc2OC)ccc1=O. The result is 0 (non-inhibitor). (6) The compound is O=C(Cc1ccc(Br)cc1)OCC(=O)c1ccc2c(c1)OCCO2. The result is 0 (non-inhibitor). (7) The drug is CCN1C(=O)N[C@@H](c2ccccc2)C1=O. The result is 0 (non-inhibitor). (8) The molecule is CCCCc1[nH]c(=O)c(C#N)c2c1CCCC2. The result is 0 (non-inhibitor).